This data is from Full USPTO retrosynthesis dataset with 1.9M reactions from patents (1976-2016). The task is: Predict the reactants needed to synthesize the given product. (1) Given the product [CH3:22][O:23][C:24](=[O:47])[CH2:25][C:27]1[N:35]2[C:30]([CH:31]=[CH:32][CH:33]=[CH:34]2)=[C:29]([S:36]([C:39]2[CH:40]=[CH:41][C:42]([F:45])=[CH:43][CH:44]=2)(=[O:38])=[O:37])[C:28]=1[CH3:46], predict the reactants needed to synthesize it. The reactants are: II.C1(P(C2C=CC=CC=2)C2C=CC=CC=2)C=CC=CC=1.[CH3:22][O:23][C:24](=[O:47])[CH:25]([C:27]1[N:35]2[C:30]([CH:31]=[CH:32][CH:33]=[CH:34]2)=[C:29]([S:36]([C:39]2[CH:44]=[CH:43][C:42]([F:45])=[CH:41][CH:40]=2)(=[O:38])=[O:37])[C:28]=1[CH3:46])O. (2) Given the product [CH3:23][N:7]([C:8]1[CH:9]=[C:10]([C:18]([O:20][CH3:21])=[O:19])[CH:11]=[C:12]([CH:17]=1)[C:13]([O:15][CH3:16])=[O:14])[S:4]([CH3:3])(=[O:6])=[O:5], predict the reactants needed to synthesize it. The reactants are: [H-].[Na+].[CH3:3][S:4]([NH:7][C:8]1[CH:9]=[C:10]([C:18]([O:20][CH3:21])=[O:19])[CH:11]=[C:12]([CH:17]=1)[C:13]([O:15][CH3:16])=[O:14])(=[O:6])=[O:5].I[CH3:23]. (3) Given the product [Cl:32][C:23]1[C:24]([O:30][CH3:31])=[CH:25][C:26]([O:28][CH3:29])=[CH:27][C:22]=1[C:12]1[C:11](=[O:33])[N:10]([CH2:9][CH2:8][N:5]2[CH2:4][CH2:3][CH:2]([NH:1][C:34](=[O:37])[CH:35]=[CH2:36])[CH2:7][CH2:6]2)[C:15]2[N:16]=[C:17]([NH:20][CH3:21])[N:18]=[CH:19][C:14]=2[CH:13]=1, predict the reactants needed to synthesize it. The reactants are: [NH2:1][CH:2]1[CH2:7][CH2:6][N:5]([CH2:8][CH2:9][N:10]2[C:15]3[N:16]=[C:17]([NH:20][CH3:21])[N:18]=[CH:19][C:14]=3[CH:13]=[C:12]([C:22]3[CH:27]=[C:26]([O:28][CH3:29])[CH:25]=[C:24]([O:30][CH3:31])[C:23]=3[Cl:32])[C:11]2=[O:33])[CH2:4][CH2:3]1.[C:34](Cl)(=[O:37])[CH:35]=[CH2:36].O.